This data is from Full USPTO retrosynthesis dataset with 1.9M reactions from patents (1976-2016). The task is: Predict the reactants needed to synthesize the given product. (1) Given the product [ClH:36].[NH2:16][CH2:15][C:14]1[N:5]([CH2:1][CH:2]([CH3:4])[CH3:3])[C:6](=[O:35])[C:7]2[C:12]([C:13]=1[C:24]1[CH:29]=[CH:28][CH:27]=[CH:26][CH:25]=1)=[CH:11][C:10]([C:30]1[O:34][CH:33]=[N:32][CH:31]=1)=[CH:9][CH:8]=2, predict the reactants needed to synthesize it. The reactants are: [CH2:1]([N:5]1[C:14]([CH2:15][NH:16]C(=O)OC(C)(C)C)=[C:13]([C:24]2[CH:29]=[CH:28][CH:27]=[CH:26][CH:25]=2)[C:12]2[C:7](=[CH:8][CH:9]=[C:10]([C:30]3[O:34][CH:33]=[N:32][CH:31]=3)[CH:11]=2)[C:6]1=[O:35])[CH:2]([CH3:4])[CH3:3].[ClH:36]. (2) Given the product [C:3]([C:5]1[CH:6]=[C:7]([C:15]2[O:19][N:18]=[C:17]([C:20]3[C:21]([CH3:34])=[C:22]([CH2:26][CH2:27][CH2:28][C:29]([OH:31])=[O:30])[CH:23]=[CH:24][CH:25]=3)[N:16]=2)[CH:8]=[CH:9][C:10]=1[O:11][CH:12]([CH3:14])[CH3:13])#[N:4], predict the reactants needed to synthesize it. The reactants are: [OH-].[Na+].[C:3]([C:5]1[CH:6]=[C:7]([C:15]2[O:19][N:18]=[C:17]([C:20]3[C:21]([CH3:34])=[C:22]([CH2:26][CH2:27][CH2:28][C:29]([O:31]CC)=[O:30])[CH:23]=[CH:24][CH:25]=3)[N:16]=2)[CH:8]=[CH:9][C:10]=1[O:11][CH:12]([CH3:14])[CH3:13])#[N:4].Cl. (3) Given the product [O:1]([CH2:24][CH2:25][O:26][CH2:27][CH2:28][O:29][C:30]1[C:37]([O:38][CH2:39][CH2:40][O:41][CH3:42])=[CH:36][C:33]([C:34]#[N:35])=[C:32]([NH2:43])[CH:31]=1)[CH2:2][CH2:3][O:4][CH2:5][CH2:6][O:7][C:8]1[C:15]([O:16][CH2:17][CH2:18][O:19][CH3:20])=[CH:14][C:11]([C:12]#[N:13])=[C:10]([NH2:21])[CH:9]=1, predict the reactants needed to synthesize it. The reactants are: [O:1]([CH2:24][CH2:25][O:26][CH2:27][CH2:28][O:29][C:30]1[C:37]([O:38][CH2:39][CH2:40][O:41][CH3:42])=[CH:36][C:33]([C:34]#[N:35])=[C:32]([N+:43]([O-])=O)[CH:31]=1)[CH2:2][CH2:3][O:4][CH2:5][CH2:6][O:7][C:8]1[C:15]([O:16][CH2:17][CH2:18][O:19][CH3:20])=[CH:14][C:11]([C:12]#[N:13])=[C:10]([N+:21]([O-])=O)[CH:9]=1. (4) The reactants are: [F:1][C:2]([F:25])([F:24])[C:3]1[CH:8]=[CH:7][C:6]([C:9]2[O:13][C:12]([C:14]3[CH:23]=[CH:22][C:17]([C:18]([O:20]C)=[O:19])=[CH:16][CH:15]=3)=[N:11][N:10]=2)=[CH:5][CH:4]=1.[OH-].[Na+].Cl. Given the product [F:25][C:2]([F:1])([F:24])[C:3]1[CH:8]=[CH:7][C:6]([C:9]2[O:13][C:12]([C:14]3[CH:23]=[CH:22][C:17]([C:18]([OH:20])=[O:19])=[CH:16][CH:15]=3)=[N:11][N:10]=2)=[CH:5][CH:4]=1, predict the reactants needed to synthesize it. (5) Given the product [Br:26][C:18]1[CH:17]=[C:16]([NH:15][C:12](=[O:14])[CH3:13])[CH:21]=[N:20][C:19]=1[S:22](=[O:23])(=[O:24])[NH:1][C:2]1[CH:3]=[CH:4][C:5]2[CH2:9][O:8][B:7]([OH:10])[C:6]=2[CH:11]=1, predict the reactants needed to synthesize it. The reactants are: [NH2:1][C:2]1[CH:3]=[CH:4][C:5]2[CH2:9][O:8][B:7]([OH:10])[C:6]=2[CH:11]=1.[C:12]([NH:15][C:16]1[CH:17]=[C:18]([Br:26])[C:19]([S:22](Cl)(=[O:24])=[O:23])=[N:20][CH:21]=1)(=[O:14])[CH3:13].C(=O)([O-])[O-].[K+].[K+]. (6) Given the product [Cl:16][C:17]1[CH:18]=[CH:19][C:20]2[S:24][C:23]([NH:25][CH:4]3[C:5]4[C:10](=[CH:9][CH:8]=[C:7]([C:12]#[N:13])[CH:6]=4)[O:11][C:2]([CH3:15])([CH3:1])[CH:3]3[OH:14])=[N:22][C:21]=2[CH:26]=1, predict the reactants needed to synthesize it. The reactants are: [CH3:1][C:2]1([CH3:15])[O:11][C:10]2[C:5](=[CH:6][C:7]([C:12]#[N:13])=[CH:8][CH:9]=2)[CH:4]2[O:14][CH:3]12.[Cl:16][C:17]1[CH:18]=[CH:19][C:20]2[S:24][C:23]([NH2:25])=[N:22][C:21]=2[CH:26]=1. (7) Given the product [CH3:1][O:2][C:3]1[CH:8]=[CH:7][C:6]([NH:9][C:17](=[O:24])[C:18]2[CH:23]=[CH:22][N:21]=[CH:20][CH:19]=2)=[CH:5][CH:4]=1, predict the reactants needed to synthesize it. The reactants are: [CH3:1][O:2][C:3]1[CH:8]=[CH:7][C:6]([NH2:9])=[CH:5][CH:4]=1.C(N(CC)CC)C.[C:17](O)(=[O:24])[C:18]1[CH:23]=[CH:22][N:21]=[CH:20][CH:19]=1.CCCP1(OP(CCC)(=O)OP(CCC)(=O)O1)=O. (8) The reactants are: [OH:1][N:2]=[C:3]([NH2:27])[C:4]1[CH:9]=[CH:8][CH:7]=[C:6]([N:10]2[CH2:19][C@H:18]3[N:14]([CH2:15][CH2:16][CH2:17]3)[C:13]3[N:20]=[C:21]([S:24][CH3:25])[N:22]=[CH:23][C:12]=3[C:11]2=[O:26])[CH:5]=1.[CH:28](OCCl)=[O:29]. Given the product [CH3:25][S:24][C:21]1[N:22]=[CH:23][C:12]2[C:11](=[O:26])[N:10]([C:6]3[CH:5]=[C:4]([C:3]4[NH:27][C:28](=[O:29])[O:1][N:2]=4)[CH:9]=[CH:8][CH:7]=3)[CH2:19][C@H:18]3[N:14]([CH2:15][CH2:16][CH2:17]3)[C:13]=2[N:20]=1, predict the reactants needed to synthesize it. (9) Given the product [Cl:21][C:22]1[CH:23]=[N+:24]([O-:47])[CH:25]=[C:26]([Cl:46])[C:27]=1[CH2:28][C@@H:29]([C:31]1[CH:36]=[CH:35][C:34]([O:37][CH:38]([F:40])[F:39])=[C:33]([O:41][CH2:42][CH:43]2[CH2:45][CH2:44]2)[CH:32]=1)[O:15][C:14](=[O:16])[CH2:13][N:11]1[C:12]2[C:8](=[CH:7][CH:6]=[CH:5][C:4]=2[N+:1]([O-:3])=[O:2])[CH:9]=[CH:10]1, predict the reactants needed to synthesize it. The reactants are: [N+:1]([C:4]1[CH:5]=[CH:6][CH:7]=[C:8]2[C:12]=1[N:11]([CH2:13][C:14]([OH:16])=[O:15])[CH:10]=[CH:9]2)([O-:3])=[O:2].C(Cl)CCl.[Cl:21][C:22]1[CH:23]=[N+:24]([O-:47])[CH:25]=[C:26]([Cl:46])[C:27]=1[CH2:28][C@@H:29]([C:31]1[CH:36]=[CH:35][C:34]([O:37][CH:38]([F:40])[F:39])=[C:33]([O:41][CH2:42][CH:43]2[CH2:45][CH2:44]2)[CH:32]=1)O.Cl.